From a dataset of Forward reaction prediction with 1.9M reactions from USPTO patents (1976-2016). Predict the product of the given reaction. (1) Given the reactants [Cl:1][C:2]1[CH:7]=[C:6]([N+:8]([O-])=O)[CH:5]=[C:4]([Cl:11])[C:3]=1[S:12][C:13]1[S:14][C:15]2[CH:21]=[C:20]([C:22]#[N:23])[CH:19]=[CH:18][C:16]=2[N:17]=1.O.O.[Sn](Cl)(Cl)(Cl)Cl, predict the reaction product. The product is: [NH2:8][C:6]1[CH:7]=[C:2]([Cl:1])[C:3]([S:12][C:13]2[S:14][C:15]3[CH:21]=[C:20]([C:22]#[N:23])[CH:19]=[CH:18][C:16]=3[N:17]=2)=[C:4]([Cl:11])[CH:5]=1. (2) Given the reactants Cl[C:2]1[C:7]([Cl:8])=[N:6][CH:5]=[CH:4][N:3]=1.Cl.[CH3:10][NH:11][CH2:12][C:13]([O:15][C:16]([CH3:19])([CH3:18])[CH3:17])=[O:14].C(N(CC)CC)C, predict the reaction product. The product is: [Cl:8][C:7]1[C:2]([N:11]([CH3:10])[CH2:12][C:13]([O:15][C:16]([CH3:19])([CH3:18])[CH3:17])=[O:14])=[N:3][CH:4]=[CH:5][N:6]=1. (3) Given the reactants [CH3:1][C:2]1[N:3]=[C:4]([N:8]2[CH2:13][CH2:12][CH2:11][CH2:10][CH2:9]2)[S:5][C:6]=1[CH3:7].[Cl:14]N1C(=O)CCC1=O.C(=O)([O-])O.[Na+], predict the reaction product. The product is: [Cl:14][CH2:1][C:2]1[N:3]=[C:4]([N:8]2[CH2:13][CH2:12][CH2:11][CH2:10][CH2:9]2)[S:5][C:6]=1[CH3:7].